Predict the reactants needed to synthesize the given product. From a dataset of Full USPTO retrosynthesis dataset with 1.9M reactions from patents (1976-2016). (1) Given the product [Br:1][C:2]1[CH:3]=[C:4]([C@@H:8]([NH:17][C:18]([C@@H:20]2[CH2:25][CH2:24][CH2:23][N:22]([C:26](=[O:42])[CH2:27][CH2:28][CH:29]3[CH2:34][CH2:33][NH:32][CH2:31][CH2:30]3)[CH2:21]2)=[O:19])[CH2:9][C:10]([OH:12])=[O:11])[CH:5]=[N:6][CH:7]=1, predict the reactants needed to synthesize it. The reactants are: [Br:1][C:2]1[CH:3]=[C:4]([C@@H:8]([NH:17][C:18]([C@@H:20]2[CH2:25][CH2:24][CH2:23][N:22]([C:26](=[O:42])[CH2:27][CH2:28][CH:29]3[CH2:34][CH2:33][N:32](C(OC(C)(C)C)=O)[CH2:31][CH2:30]3)[CH2:21]2)=[O:19])[CH2:9][C:10]([O:12]C(C)(C)C)=[O:11])[CH:5]=[N:6][CH:7]=1. (2) Given the product [CH3:29][O:30][C:31](=[O:34])[CH2:32][O:28][C:4]1[CH:3]=[C:2]([Cl:1])[CH:27]=[CH:26][C:5]=1[O:6][CH2:7][C:8]([N:10]1[CH2:15][C@H:14]([CH3:16])[N:13]([CH2:17][C:18]2[CH:23]=[CH:22][C:21]([F:24])=[CH:20][CH:19]=2)[CH2:12][C@H:11]1[CH3:25])=[O:9], predict the reactants needed to synthesize it. The reactants are: [Cl:1][C:2]1[CH:27]=[CH:26][C:5]([O:6][CH2:7][C:8]([N:10]2[CH2:15][C@H:14]([CH3:16])[N:13]([CH2:17][C:18]3[CH:23]=[CH:22][C:21]([F:24])=[CH:20][CH:19]=3)[CH2:12][C@H:11]2[CH3:25])=[O:9])=[C:4]([OH:28])[CH:3]=1.[CH3:29][O:30][C:31](=[O:34])[CH2:32]Br.C(=O)([O-])[O-].[Cs+].[Cs+]. (3) Given the product [CH3:17][C:16]1[CH:18]=[CH:19][C:20]([C:18]2[C:16]3[CH2:17][CH:13]([CH2:12][N:23]=[N+:24]=[N-:25])[O:14][C:15]=3[CH:21]=[CH:20][CH:19]=2)=[CH:21][CH:15]=1, predict the reactants needed to synthesize it. The reactants are: CC1C=CC(S(O[CH2:12][CH:13]2[CH2:17][C:16]3[C:18](Br)=[CH:19][CH:20]=[CH:21][C:15]=3[O:14]2)(=O)=O)=CC=1.[N-:23]=[N+:24]=[N-:25].[Na+]. (4) Given the product [O:6]=[C:4]1[C:3]2[C:7]([C:11]([F:14])([F:13])[F:12])=[CH:8][CH:9]=[CH:10][C:2]=2[O:21][CH2:22][CH:23]2[CH2:24][N:25]([C:29]([O:31][C:32]([CH3:35])([CH3:34])[CH3:33])=[O:30])[CH2:26][CH2:27][N:28]12, predict the reactants needed to synthesize it. The reactants are: F[C:2]1[CH:10]=[CH:9][CH:8]=[C:7]([C:11]([F:14])([F:13])[F:12])[C:3]=1[C:4]([OH:6])=O.C(Cl)(=O)C(Cl)=O.[OH:21][CH2:22][CH:23]1[NH:28][CH2:27][CH2:26][N:25]([C:29]([O:31][C:32]([CH3:35])([CH3:34])[CH3:33])=[O:30])[CH2:24]1.C(N(CC)CC)C.[H-].[Na+]. (5) Given the product [K+:24].[NH2:1][C:2]1[N:11]=[CH:10][C:9]2[CH2:8][C:7]([CH3:13])([CH3:12])[C:6]3[C:14]([C:18]([O-:20])=[O:19])=[N:15][N:16]([CH3:17])[C:5]=3[C:4]=2[N:3]=1, predict the reactants needed to synthesize it. The reactants are: [NH2:1][C:2]1[N:11]=[CH:10][C:9]2[CH2:8][C:7]([CH3:13])([CH3:12])[C:6]3[C:14]([C:18]([O:20]CC)=[O:19])=[N:15][N:16]([CH3:17])[C:5]=3[C:4]=2[N:3]=1.[OH-].[K+:24].